This data is from Peptide-MHC class I binding affinity with 185,985 pairs from IEDB/IMGT. The task is: Regression. Given a peptide amino acid sequence and an MHC pseudo amino acid sequence, predict their binding affinity value. This is MHC class I binding data. (1) The peptide sequence is LVTRKCPQKK. The MHC is HLA-A68:01 with pseudo-sequence HLA-A68:01. The binding affinity (normalized) is 0. (2) The peptide sequence is SLVENNFFT. The MHC is HLA-B54:01 with pseudo-sequence HLA-B54:01. The binding affinity (normalized) is 0. (3) The peptide sequence is AVMFFPFWF. The MHC is HLA-B07:02 with pseudo-sequence HLA-B07:02. The binding affinity (normalized) is 0.0847. (4) The peptide sequence is LIVMLLFAGV. The MHC is HLA-A02:06 with pseudo-sequence HLA-A02:06. The binding affinity (normalized) is 0.526. (5) The peptide sequence is GPLIAGGMLI. The MHC is HLA-B51:01 with pseudo-sequence HLA-B51:01. The binding affinity (normalized) is 0.0899. (6) The MHC is HLA-B15:01 with pseudo-sequence HLA-B15:01. The peptide sequence is RKAKIIRDY. The binding affinity (normalized) is 0.462. (7) The peptide sequence is SQASSRSSSR. The MHC is HLA-A11:01 with pseudo-sequence HLA-A11:01. The binding affinity (normalized) is 0.322. (8) The peptide sequence is GRVIPRMLY. The MHC is HLA-A02:03 with pseudo-sequence HLA-A02:03. The binding affinity (normalized) is 0.0847.